Dataset: Forward reaction prediction with 1.9M reactions from USPTO patents (1976-2016). Task: Predict the product of the given reaction. (1) Given the reactants [C:1]([C:3]1[CH:12]=[C:11]2[C:6]([CH:7]=[CH:8][C:9](=[O:30])[N:10]2[CH2:13][CH2:14][N:15]2[CH2:20][CH2:19][CH:18]([NH:21]C(=O)OC(C)(C)C)[CH:17]([F:29])[CH2:16]2)=[CH:5][CH:4]=1)#[N:2].FC(F)(F)C(O)=O.CO.ClCCl, predict the reaction product. The product is: [NH2:21][CH:18]1[CH2:19][CH2:20][N:15]([CH2:14][CH2:13][N:10]2[C:11]3[C:6](=[CH:5][CH:4]=[C:3]([C:1]#[N:2])[CH:12]=3)[CH:7]=[CH:8][C:9]2=[O:30])[CH2:16][CH:17]1[F:29]. (2) Given the reactants [CH3:1][O:2][C:3]([C:5]1[N:6]=[C:7](Br)[C:8]2[C:13]([C:14]=1[OH:15])=[CH:12][CH:11]=[CH:10][C:9]=2[O:16][C:17]1[CH:22]=[CH:21][C:20]([F:23])=[CH:19][CH:18]=1)=[O:4].[Cu][C:26]#[N:27], predict the reaction product. The product is: [CH3:1][O:2][C:3]([C:5]1[N:6]=[C:7]([C:26]#[N:27])[C:8]2[C:13]([C:14]=1[OH:15])=[CH:12][CH:11]=[CH:10][C:9]=2[O:16][C:17]1[CH:22]=[CH:21][C:20]([F:23])=[CH:19][CH:18]=1)=[O:4]. (3) Given the reactants Cl[C:2]1[CH:7]=[C:6]([C:8]2[CH:13]=[C:12]([C:14]3[CH:19]=[CH:18][C:17]([C:20]([F:23])([F:22])[F:21])=[CH:16][CH:15]=3)[CH:11]=[C:10]([CH3:24])[N:9]=2)[CH:5]=[CH:4][N:3]=1.[N+:25]([C:28]1[CH:29]=[C:30](B(O)O)[CH:31]=[CH:32][CH:33]=1)([O-:27])=[O:26], predict the reaction product. The product is: [CH3:24][C:10]1[N:9]=[C:8]([C:6]2[CH:5]=[CH:4][N:3]=[C:2]([C:32]3[CH:31]=[CH:30][CH:29]=[C:28]([N+:25]([O-:27])=[O:26])[CH:33]=3)[CH:7]=2)[CH:13]=[C:12]([C:14]2[CH:19]=[CH:18][C:17]([C:20]([F:23])([F:22])[F:21])=[CH:16][CH:15]=2)[CH:11]=1. (4) Given the reactants [CH3:1][O:2][C:3]1[C:8]([C:9]#[N:10])=[CH:7][N:6]=[C:5]([N:11]2[CH2:15][CH2:14][C:13]3([CH2:20][CH2:19][NH:18][CH2:17][CH2:16]3)[C:12]2=[O:21])[CH:4]=1.[CH3:22][C:23]1[C:31]([C@@H:32]2[CH2:34][O:33]2)=[CH:30][CH:29]=[C:28]2[C:24]=1[CH2:25][O:26][C:27]2=[O:35], predict the reaction product. The product is: [OH:33][C@H:32]([C:31]1[C:23]([CH3:22])=[C:24]2[C:28](=[CH:29][CH:30]=1)[C:27](=[O:35])[O:26][CH2:25]2)[CH2:34][N:18]1[CH2:19][CH2:20][C:13]2([C:12](=[O:21])[N:11]([C:5]3[CH:4]=[C:3]([O:2][CH3:1])[C:8]([C:9]#[N:10])=[CH:7][N:6]=3)[CH2:15][CH2:14]2)[CH2:16][CH2:17]1.